From a dataset of Peptide-MHC class II binding affinity with 134,281 pairs from IEDB. Regression. Given a peptide amino acid sequence and an MHC pseudo amino acid sequence, predict their binding affinity value. This is MHC class II binding data. (1) The peptide sequence is AEGLSGEPKGAAESS. The MHC is DRB3_0101 with pseudo-sequence DRB3_0101. The binding affinity (normalized) is 0.222. (2) The peptide sequence is GELQIVDKIDAHFKI. The MHC is DRB1_0404 with pseudo-sequence DRB1_0404. The binding affinity (normalized) is 0.543.